This data is from Forward reaction prediction with 1.9M reactions from USPTO patents (1976-2016). The task is: Predict the product of the given reaction. (1) Given the reactants Cl.[F:2][C:3]1[CH:8]=[CH:7][C:6]([C:9]2[C:13]3[N:14]=[CH:15][N:16]([CH2:19][C:20]4([OH:26])[CH2:25][CH2:24][NH:23][CH2:22][CH2:21]4)[C:17](=[O:18])[C:12]=3[S:11][CH:10]=2)=[CH:5][CH:4]=1.[C:27]([O:31][C:32]([NH:34][CH2:35][CH2:36][CH2:37][CH2:38][C:39](O)=[O:40])=[O:33])([CH3:30])([CH3:29])[CH3:28].CN(C(ON1N=NC2C=CC=NC1=2)=[N+](C)C)C.F[P-](F)(F)(F)(F)F.C(N(CC)CC)C, predict the reaction product. The product is: [F:2][C:3]1[CH:4]=[CH:5][C:6]([C:9]2[C:13]3[N:14]=[CH:15][N:16]([CH2:19][C:20]4([OH:26])[CH2:25][CH2:24][N:23]([C:39](=[O:40])[CH2:38][CH2:37][CH2:36][CH2:35][NH:34][C:32](=[O:33])[O:31][C:27]([CH3:28])([CH3:29])[CH3:30])[CH2:22][CH2:21]4)[C:17](=[O:18])[C:12]=3[S:11][CH:10]=2)=[CH:7][CH:8]=1. (2) Given the reactants [Cl:1][C:2]1[N:7]2[N:8]=[C:9]([NH2:11])[N:10]=[C:6]2[CH:5]=[C:4]([Cl:12])[CH:3]=1.Cl.[C:14](Cl)(=[O:21])[C:15]1[CH:20]=[CH:19][CH:18]=[N:17][CH:16]=1, predict the reaction product. The product is: [Cl:1][C:2]1[N:7]2[N:8]=[C:9]([NH:11][C:14](=[O:21])[C:15]3[CH:20]=[CH:19][CH:18]=[N:17][CH:16]=3)[N:10]=[C:6]2[CH:5]=[C:4]([Cl:12])[CH:3]=1. (3) Given the reactants [Cl:1][C:2]1[CH:3]=[CH:4][C:5]([OH:11])=[C:6]([C:8](=O)[CH3:9])[CH:7]=1.[CH3:12][S:13]([C:16]1[CH:17]=[C:18]([CH:23]=[CH:24][CH:25]=1)[C:19]([NH:21][NH2:22])=[O:20])(=[O:15])=[O:14], predict the reaction product. The product is: [Cl:1][C:2]1[CH:3]=[CH:4][C:5]([OH:11])=[C:6](/[C:8](=[N:22]/[NH:21][C:19](=[O:20])[C:18]2[CH:23]=[CH:24][CH:25]=[C:16]([S:13]([CH3:12])(=[O:14])=[O:15])[CH:17]=2)/[CH3:9])[CH:7]=1. (4) Given the reactants FC(F)(F)C(O)=O.[Cl:8][C:9]1[CH:14]=[C:13]2[NH:15][C:16](=[O:38])[C:17]3([CH:21]([C:22]4[CH:27]=[C:26]([F:28])[CH:25]=[C:24]([Cl:29])[CH:23]=4)[CH:20]([C:30]([OH:32])=O)[NH:19][CH:18]3[CH2:33][C:34]([CH3:37])([CH3:36])[CH3:35])[C:12]2=[CH:11][CH:10]=1.C(N(C(C)C)CC)(C)C.C1(P(Cl)(C2C=CC=CC=2)=O)C=CC=CC=1.[NH2:63][C:64]1[CH:71]=[CH:70][C:67]([C:68]#[N:69])=[CH:66][C:65]=1[O:72][CH3:73], predict the reaction product. The product is: [C:68]([C:67]1[CH:70]=[CH:71][C:64]([NH:63][C:30]([CH:20]2[NH:19][CH:18]([CH2:33][C:34]([CH3:37])([CH3:36])[CH3:35])[C:17]3([C:12]4[C:13](=[CH:14][C:9]([Cl:8])=[CH:10][CH:11]=4)[NH:15][C:16]3=[O:38])[CH:21]2[C:22]2[CH:27]=[C:26]([F:28])[CH:25]=[C:24]([Cl:29])[CH:23]=2)=[O:32])=[C:65]([O:72][CH3:73])[CH:66]=1)#[N:69]. (5) Given the reactants C[O:2][C:3](=[O:30])[C:4]1[CH:9]=[C:8]([N+:10]([O-:12])=[O:11])[CH:7]=[CH:6][C:5]=1[NH:13][C:14]1[CH:19]=[CH:18][C:17]([CH2:20][CH2:21][C:22]2[CH:27]=[CH:26][C:25]([Cl:28])=[C:24]([Cl:29])[CH:23]=2)=[CH:16][CH:15]=1.[OH-].[Na+], predict the reaction product. The product is: [Cl:29][C:24]1[CH:23]=[C:22]([CH2:21][CH2:20][C:17]2[CH:18]=[CH:19][C:14]([NH:13][C:5]3[CH:6]=[CH:7][C:8]([N+:10]([O-:12])=[O:11])=[CH:9][C:4]=3[C:3]([OH:30])=[O:2])=[CH:15][CH:16]=2)[CH:27]=[CH:26][C:25]=1[Cl:28]. (6) Given the reactants Br[C:2]1[CH:3]=[N:4][C:5]([C:8]2[CH:9]=[C:10]([CH2:14][OH:15])[CH:11]=[CH:12][CH:13]=2)=[N:6][CH:7]=1.[C:16]([O:20][CH3:21])(=[O:19])[CH:17]=[CH2:18].C1(P(C2C=CC=CC=2)C2C=CC=CC=2)C=CC=CC=1.C([O-])(=O)C.[K+], predict the reaction product. The product is: [OH:15][CH2:14][C:10]1[CH:9]=[C:8]([C:5]2[N:4]=[CH:3][C:2](/[CH:18]=[CH:17]/[C:16]([O:20][CH3:21])=[O:19])=[CH:7][N:6]=2)[CH:13]=[CH:12][CH:11]=1. (7) Given the reactants [Cl:1][C:2]1[CH:3]=[CH:4][C:5]([F:28])=[C:6]([C:8]2[N:17]=[C:16]([NH:18][C:19]3[C:24]([C:25]([OH:27])=O)=[CH:23][N:22]=[CH:21][CH:20]=3)[C:15]3[CH2:14][CH2:13][CH2:12][CH2:11][C:10]=3[N:9]=2)[CH:7]=1.C(N(CC)CC)C.[CH:36]1([NH2:39])[CH2:38][CH2:37]1.C1CN([P+](Br)(N2CCCC2)N2CCCC2)CC1.F[P-](F)(F)(F)(F)F, predict the reaction product. The product is: [Cl:1][C:2]1[CH:3]=[CH:4][C:5]([F:28])=[C:6]([C:8]2[N:17]=[C:16]([NH:18][C:19]3[C:24]([C:25]([NH:39][CH:36]4[CH2:38][CH2:37]4)=[O:27])=[CH:23][N:22]=[CH:21][CH:20]=3)[C:15]3[CH2:14][CH2:13][CH2:12][CH2:11][C:10]=3[N:9]=2)[CH:7]=1. (8) Given the reactants [CH2:1]([O:3][C:4]1[CH:5]=[C:6]([CH:28]=[C:29]([O:32][CH2:33][CH3:34])[C:30]=1[F:31])[CH2:7][N:8]1[CH2:13][CH2:12][CH:11]([NH:14][C:15]2[O:16][C:17]3[CH:23]=[CH:22][C:21]([O:24][CH2:25][C:26]#[N:27])=[CH:20][C:18]=3[N:19]=2)[CH2:10][CH2:9]1)[CH3:2], predict the reaction product. The product is: [NH2:27][CH2:26][CH2:25][O:24][C:21]1[CH:22]=[CH:23][C:17]2[O:16][C:15]([NH:14][CH:11]3[CH2:12][CH2:13][N:8]([CH2:7][C:6]4[CH:28]=[C:29]([O:32][CH2:33][CH3:34])[C:30]([F:31])=[C:4]([O:3][CH2:1][CH3:2])[CH:5]=4)[CH2:9][CH2:10]3)=[N:19][C:18]=2[CH:20]=1. (9) Given the reactants ClC(Cl)(O[C:5](=[O:11])OC(Cl)(Cl)Cl)Cl.[C:13]1([S:19]([C:22]2[CH:28]=[CH:27][C:25]([NH2:26])=[CH:24][CH:23]=2)(=[O:21])=[O:20])[CH:18]=[CH:17][CH:16]=[CH:15][CH:14]=1.[N:29]1[CH:34]=[CH:33][CH:32]=[C:31]([CH2:35][NH2:36])[CH:30]=1, predict the reaction product. The product is: [C:13]1([S:19]([C:22]2[CH:28]=[CH:27][C:25]([NH:26][C:5]([NH:36][CH2:35][C:31]3[CH:30]=[N:29][CH:34]=[CH:33][CH:32]=3)=[O:11])=[CH:24][CH:23]=2)(=[O:20])=[O:21])[CH:18]=[CH:17][CH:16]=[CH:15][CH:14]=1.